This data is from Full USPTO retrosynthesis dataset with 1.9M reactions from patents (1976-2016). The task is: Predict the reactants needed to synthesize the given product. Given the product [C:27]1([S:33]([OH:36])(=[O:35])=[O:34])[CH:32]=[CH:31][CH:30]=[CH:29][CH:28]=1.[CH3:1][C:2]1[CH:3]=[C:4]2[C:8](=[CH:9][CH:10]=1)[NH:7][C:6]([C:11]([NH:13][NH:14][C:15](=[O:25])[C:16]1[CH:21]=[C:20]([F:22])[C:19]([F:23])=[CH:18][C:17]=1[NH2:24])=[O:12])=[CH:5]2, predict the reactants needed to synthesize it. The reactants are: [CH3:1][C:2]1[CH:3]=[C:4]2[C:8](=[CH:9][CH:10]=1)[NH:7][C:6]([C:11]([NH:13][NH:14][C:15](=[O:25])[C:16]1[CH:21]=[C:20]([F:22])[C:19]([F:23])=[CH:18][C:17]=1[NH2:24])=[O:12])=[CH:5]2.O.[C:27]1([S:33]([OH:36])(=[O:35])=[O:34])[CH:32]=[CH:31][CH:30]=[CH:29][CH:28]=1.